From a dataset of Full USPTO retrosynthesis dataset with 1.9M reactions from patents (1976-2016). Predict the reactants needed to synthesize the given product. Given the product [CH2:6]([O:13][C:14]1[N:15]=[C:16]([NH:5][CH2:3][CH3:4])[C:17]2[N:18]=[CH:19][N:20]([C:21]=2[N:22]=1)[C@@H:23]1[O:35][C@H:34]([CH2:36][OH:37])[C@@H:29]([OH:30])[C@H:24]1[OH:25])[C:7]1[CH:8]=[CH:9][CH:10]=[CH:11][CH:12]=1, predict the reactants needed to synthesize it. The reactants are: [H][H].[CH2:3]([NH2:5])[CH3:4].[CH2:6]([O:13][C:14]1[N:22]=[C:21]2[C:17]([N:18]=[CH:19][N:20]2[C@@H:23]2[O:35][C@H:34]([CH2:36][O:37]C(=O)C)[C@@H:29]([O:30]C(=O)C)[C@H:24]2[O:25]C(=O)C)=[C:16](Cl)[N:15]=1)[C:7]1[CH:12]=[CH:11][CH:10]=[CH:9][CH:8]=1.